Task: Regression. Given a peptide amino acid sequence and an MHC pseudo amino acid sequence, predict their binding affinity value. This is MHC class II binding data.. Dataset: Peptide-MHC class II binding affinity with 134,281 pairs from IEDB (1) The peptide sequence is EPIAAYHFDLSGKAF. The MHC is DRB1_0405 with pseudo-sequence DRB1_0405. The binding affinity (normalized) is 0.184. (2) The binding affinity (normalized) is 0.652. The MHC is DRB1_1201 with pseudo-sequence DRB1_1201. The peptide sequence is IELQIVDKIDAAFKI.